This data is from Experimentally validated miRNA-target interactions with 360,000+ pairs, plus equal number of negative samples. The task is: Binary Classification. Given a miRNA mature sequence and a target amino acid sequence, predict their likelihood of interaction. (1) The miRNA is hsa-miR-6827-3p with sequence ACCGUCUCUUCUGUUCCCCAG. The protein sequence of the target gene is MELSDANLQTLTEYLKKTLDPDPAIRRPAEKFLESVEGNQNYPLLLLTLLEKSQDNVIKVCASVTFKNYIKRNWRIVEDEPNKICEADRVAIKANIVHLMLSSPEQIQKQLSDAISIIGREDFPQKWPDLLTEMVNRFQSGDFHVINGVLRTAHSLFKRYRHEFKSNELWTEIKLVLDAFALPLTNLFKATIELCSTHANDASALRILFSSLILISKLFYSLNFQDLPEFFEDNMETWMNNFHTLLTLDNKLLQTDDEEEAGLLELLKSQICDNAALYAQKYDEEFQRYLPRFVTAIWNL.... Result: 1 (interaction). (2) The miRNA is hsa-miR-4802-3p with sequence UACAUGGAUGGAAACCUUCAAGC. The protein sequence of the target gene is MRPGTALQAVLLAVLLVGLRAATGRLLSASDLDLRGGQPVCRGGTQRPCYKVIYFHDTSRRLNFEEAKEACRRDGGQLVSIESEDEQKLIEKFIENLLPSDGDFWIGLRRREEKQSNSTACQDLYAWTDGSISQFRNWYVDEPSCGSEVCVVMYHQPSAPAGIGGPYMFQWNDDRCNMKNNFICKYSDEKPAVPSREAEGEETELTTPVLPEETQEEDAKKTFKESREAALNLAYILIPSIPLLLLLVVTTVVCWVWICRKRKREQPDPSTKKQHTIWPSPHQGNSPDLEVYNVIRKQSE.... Result: 0 (no interaction). (3) The miRNA is hsa-let-7a-5p with sequence UGAGGUAGUAGGUUGUAUAGUU. The protein sequence of the target gene is MLTRKIKLWDINAHITCRLCSGYLIDATTVTECLHTFCRSCLVKYLEENNTCPTCRIVIHQSHPLQYIGHDRTMQDIVYKLVPGLQEAEMRKQREFYHKLGMEVPGDIKGETCSAKQHLDSHRNGETKADDSSNKEAAEEKPEEDNDYHRSDEQVSICLECNSSKLRGLKRKWIRCSAQATVLHLKKFIAKKLNLSSFNELDILCNEEILGKDHTLKFVVVTRWRFKKAPLLLHYRPKMDLL. Result: 1 (interaction). (4) The miRNA is hsa-miR-4266 with sequence CUAGGAGGCCUUGGCC. The protein sequence of the target gene is MEEFDLVKTLHKTSSSVGSDENSLHSLGLNLNTDRSSPHLSTNGVSSFSGKTRPSVIQGTVEVLTSLMQELQNSGKTDSELWKNCETRWLQLFNLVEKQCQEQIVAQQEQFHNQIQHIQEEIKNLVKLQTSSASLASCEGNSSNKQVSSESQMGFFSLSSERNESVIHYPESTEPEIQQEMSTSQPDCNVDSCSVSSGYGTFCISELNLYKSKDPKEFMEHIDVPKGQYVAPAVPAESLVDGVKNENFYIQTPEECHVSLKEDVSISPGEFEHNFLGENKVSEVYSGKTNSNAITSWAQK.... Result: 0 (no interaction). (5) The miRNA is mmu-miR-18b-5p with sequence UAAGGUGCAUCUAGUGCUGUUAG. The protein sequence of the target gene is MQLSQQLDLFPECRVTLLLFKDVKNAGDLRKKAMEGSIDGSLINPNVIVDPFQILVAANKAVHLHRLGKMKTRTLSTEIIFNLSPNNNISEALKKFGISETNTSVLIVYIEDGSKQVPQEHLVSQVEGQQVPLESLPEITRLSEVKKIYKLSSQEERIGTLLDAIICRMSTKDVL. Result: 0 (no interaction). (6) The miRNA is hsa-miR-15b-3p with sequence CGAAUCAUUAUUUGCUGCUCUA. The protein sequence of the target gene is MSKLSFRARALDAAKPLPIYRGKDMPDLNDCVSINRAVPQMPTGMEKEEESEHHLQRAISAQQVFREKKESMVIPVPEAESNVNYYNRLYKGEFKQPKQFIHIQPFNLDNEQPDYDMDSEDETLLNRLNRKMEIKPLQFEIMIDRLEKASSNQLVTLQEAKLLLNEDDYLIKAVYDYWVRKRKNCRGPSLIPQIKQEKRDGSTNNDPYVAFRRRTEKMQTRKNRKNDEASYEKMLKLRREFSRAITILEMIKRREKTKRELLHLTLEVVEKRYHLGDYGGEILNEVKVNRSEKELYASPA.... Result: 0 (no interaction). (7) The miRNA is mmu-miR-1b-5p with sequence UACAUACUUCUUUACAUUCCA. The protein sequence of the target gene is MRGGSSDAERRQRWGRLFEELDSNKDGRVDVHELRQGLARLGRGDPDRAQQGVSSDWDADPDGGLSLEEFTRYLQEREQRLLLMFHSLDRNQDGHIDVSEIQQSFRALGISISLEQAEKILHSMDRDGTMTIDWQEWRDHFLLHSLENVEDVLYFWKHSTVLDIGECLTVPDEFSQEEKLTGMWWKQLVAGAVAGAVSRTGTAPLDRLKVFMQVHASKSNRLNILGGLRNMIQEGGVLSLWRGNGINVLKIAPESAIKFMAYEQIKRAIRGQQETLHVQERFVAGSLAGATAQTIIYPME.... Result: 0 (no interaction). (8) The miRNA is mmu-miR-302d-3p with sequence UAAGUGCUUCCAUGUUUGAGUGU. The protein sequence of the target gene is MLGVKGNYLLPADCAHRLVAELQGALDSCADRQRQLERSLRVSRRLLQVWEPARTPSPVPETKEEDPSPACAPSSQDLEELELLTQALEKAVRVRKGVSNAGQRDRTPTLTSKAATSGAAAASHPRAPSRGGSRVLGTRSTKGIQRATAPPKDYPEHRLRSKGDKTHVRTQDQTTGYGPDLRDQQMTPSSAHHTTELFALKEKGTLLQLPEDFRKAVSRNSCLWAQLNSARTNDSTDATRAAKTQFLHKLQMASGCSSHRPSATEVEAHARILRKACMLLRLRMQKELAIAPTDWMQEYR.... Result: 0 (no interaction).